This data is from Full USPTO retrosynthesis dataset with 1.9M reactions from patents (1976-2016). The task is: Predict the reactants needed to synthesize the given product. (1) The reactants are: [Cl:1][CH2:2][C:3]([C:5]1[CH:10]=[CH:9][C:8]([CH2:11][CH2:12][NH:13][C:14](=[O:16])[CH3:15])=[CH:7][CH:6]=1)=O.[NH2:17][C:18]([NH2:20])=[S:19]. Given the product [ClH:1].[NH2:20][C:18]1[S:19][CH:2]=[C:3]([C:5]2[CH:10]=[CH:9][C:8]([CH2:11][CH2:12][NH:13][C:14](=[O:16])[CH3:15])=[CH:7][CH:6]=2)[N:17]=1, predict the reactants needed to synthesize it. (2) Given the product [NH:11]1[C:12]2[C:17](=[CH:16][CH:15]=[CH:14][CH:13]=2)[C:9]([CH2:8][C@H:7]([NH:18][C:19](=[O:32])[C@@H:20]([NH:22][C:23](=[O:31])[CH2:24][N:25]2[CH2:30][CH2:29][O:28][CH2:27][CH2:26]2)[CH3:21])[C:6]([OH:33])=[O:5])=[CH:10]1, predict the reactants needed to synthesize it. The reactants are: C([O:5][C:6](=[O:33])[C@@H:7]([NH:18][C:19](=[O:32])[C@@H:20]([NH:22][C:23](=[O:31])[CH2:24][N:25]1[CH2:30][CH2:29][O:28][CH2:27][CH2:26]1)[CH3:21])[CH2:8][C:9]1[C:17]2[C:12](=[CH:13][CH:14]=[CH:15][CH:16]=2)[NH:11][CH:10]=1)(C)(C)C.FC(F)(F)C(O)C(F)(F)F. (3) The reactants are: C(=O)([O-])[O-].[Ca+2:5].[C:6]([OH:18])(=[O:17])[CH2:7][C:8]([CH2:13][C:14]([OH:16])=[O:15])([C:10]([OH:12])=[O:11])[OH:9].[C:19]([O-:31])(=[O:30])[CH2:20][C:21]([CH2:26][C:27]([O-:29])=[O:28])([C:23]([O-:25])=[O:24])[OH:22].[K+:32].[K+].[K+].[Ca].[K]. Given the product [C:6]([O-:18])(=[O:17])[CH2:7][C:8]([CH2:13][C:14]([O-:16])=[O:15])([C:10]([O-:12])=[O:11])[OH:9].[Ca+2:5].[C:19]([O-:31])(=[O:30])[CH2:20][C:21]([CH2:26][C:27]([O-:29])=[O:28])([C:23]([O-:25])=[O:24])[OH:22].[Ca+2:5].[Ca+2:5].[C:6]([O-:18])(=[O:17])[CH2:7][C:8]([CH2:13][C:14]([O-:16])=[O:15])([C:10]([O-:12])=[O:11])[OH:9].[K+:32].[K+:32].[K+:32], predict the reactants needed to synthesize it. (4) Given the product [Cl:1][C:2]1[CH:11]=[CH:10][C:5]([C:6]([OH:8])=[O:7])=[CH:4][C:3]=1[NH:12][C:13]([C:15]1[C:16](=[O:27])[NH:17][C:18]2[C:23]([CH:24]=1)=[CH:22][CH:21]=[C:20]([O:25][CH3:26])[N:19]=2)=[O:14], predict the reactants needed to synthesize it. The reactants are: [Cl:1][C:2]1[CH:11]=[CH:10][C:5]([C:6]([O:8]C)=[O:7])=[CH:4][C:3]=1[NH:12][C:13]([C:15]1[C:16](=[O:27])[NH:17][C:18]2[C:23]([CH:24]=1)=[CH:22][CH:21]=[C:20]([O:25][CH3:26])[N:19]=2)=[O:14].[OH-].[Na+]. (5) Given the product [C:19]([C:18]1[CH:21]=[CH:22][C:15]([S:8]([Cl:11])(=[O:10])=[O:9])=[CH:16][C:17]=1[O:23][CH2:24][CH3:25])#[N:20], predict the reactants needed to synthesize it. The reactants are: FC1C=CC([S:8]([Cl:11])(=[O:10])=[O:9])=CC=1OC.N[C:15]1[CH:22]=[CH:21][C:18]([C:19]#[N:20])=[C:17]([O:23][CH2:24][CH3:25])[CH:16]=1. (6) Given the product [CH3:39][C@H:38]([NH:40][C:11]([C:10]1[C:4]2[C:5](=[N:6][CH:7]=[C:2]([Br:1])[N:3]=2)[N:8]([CH2:14][O:15][CH2:16][CH2:17][Si:18]([CH3:21])([CH3:20])[CH3:19])[CH:9]=1)=[O:13])[C:37]([CH3:42])([CH3:41])[CH3:36], predict the reactants needed to synthesize it. The reactants are: [Br:1][C:2]1[N:3]=[C:4]2[C:10]([C:11]([OH:13])=O)=[CH:9][N:8]([CH2:14][O:15][CH2:16][CH2:17][Si:18]([CH3:21])([CH3:20])[CH3:19])[C:5]2=[N:6][CH:7]=1.C1C=CC2N(O)N=NC=2C=1.C(Cl)CCl.[CH3:36][C:37]([CH3:42])([CH3:41])[C@@H:38]([NH2:40])[CH3:39].C(N(CC)C(C)C)(C)C. (7) The reactants are: [I:1]I.[OH-].[K+].[N+:5]([C:8]1[CH:16]=[CH:15][CH:14]=[C:13]2[C:9]=1[CH:10]=[N:11][NH:12]2)([O-:7])=[O:6]. Given the product [I:1][C:10]1[C:9]2[C:13](=[CH:14][CH:15]=[CH:16][C:8]=2[N+:5]([O-:7])=[O:6])[NH:12][N:11]=1, predict the reactants needed to synthesize it. (8) Given the product [F:18][C:12]1[CH:13]=[CH:14][CH:15]=[C:16]([F:17])[C:11]=1[C:3]1[NH:2][C:10]2[C:5]([CH:4]=1)=[CH:6][C:7]([C:24]1[N:20]([CH3:19])[N:21]=[C:22]([C:25]([F:28])([F:27])[F:26])[CH:23]=1)=[CH:8][CH:9]=2, predict the reactants needed to synthesize it. The reactants are: Br[N:2]1[C:10]2[C:5](=[CH:6][CH:7]=[CH:8][CH:9]=2)[CH:4]=[C:3]1[C:11]1[C:16]([F:17])=[CH:15][CH:14]=[CH:13][C:12]=1[F:18].[CH3:19][N:20]1[CH:24]=[CH:23][C:22](B(O)O)([C:25]([F:28])([F:27])[F:26])[NH:21]1.C([O-])([O-])=O.[Na+].[Na+].